This data is from Reaction yield outcomes from USPTO patents with 853,638 reactions. The task is: Predict the reaction yield, written as a fraction of the theoretical maximum amount of product (1.0 means a 100% yield; for example, 0.34 means a 34% yield). (1) The reactants are Br[C:2]1[C:10]2[C:9]([NH2:11])=[N:8][CH:7]=[N:6][C:5]=2[N:4]([CH:12]([CH3:14])[CH3:13])[CH:3]=1.[F:15][C:16]1[CH:21]=[CH:20][C:19]([F:22])=[CH:18][C:17]=1[CH2:23][C:24]([N:26]1[C:34]2[C:29](=[CH:30][C:31](B3OC(C)(C)C(C)(C)O3)=[CH:32][CH:33]=2)[CH2:28][CH2:27]1)=[O:25].C([O-])(O)=O.[Na+]. The product is [F:15][C:16]1[CH:21]=[CH:20][C:19]([F:22])=[CH:18][C:17]=1[CH2:23][C:24]([N:26]1[C:34]2[C:29](=[CH:30][C:31]([C:2]3[C:10]4[C:9]([NH2:11])=[N:8][CH:7]=[N:6][C:5]=4[N:4]([CH:12]([CH3:14])[CH3:13])[CH:3]=3)=[CH:32][CH:33]=2)[CH2:28][CH2:27]1)=[O:25]. The yield is 0.433. The catalyst is C1C=CC([P]([Pd]([P](C2C=CC=CC=2)(C2C=CC=CC=2)C2C=CC=CC=2)([P](C2C=CC=CC=2)(C2C=CC=CC=2)C2C=CC=CC=2)[P](C2C=CC=CC=2)(C2C=CC=CC=2)C2C=CC=CC=2)(C2C=CC=CC=2)C2C=CC=CC=2)=CC=1.O1CCOCC1. (2) The reactants are [CH:1]([C:4]1[CH:5]=[C:6]([NH:10][C:11]([C:13]2[CH:14]=[C:15]([N:19]3[CH2:28][C:27]4[CH:26]=[N:25][CH:24]=[C:23]([C:29](O)=[O:30])[C:22]=4[CH2:21][CH2:20]3)[CH:16]=[CH:17][CH:18]=2)=[O:12])[CH:7]=[CH:8][CH:9]=1)([CH3:3])[CH3:2].C(N(CC)C(C)C)(C)C.CCCP(=O)=O.[NH2:47][CH2:48][CH2:49][CH2:50][N:51]1[CH2:55][CH2:54][CH2:53][CH2:52]1. The yield is 0.530. The product is [CH:1]([C:4]1[CH:5]=[C:6]([NH:10][C:11]([C:13]2[CH:14]=[C:15]([N:19]3[CH2:28][C:27]4[CH:26]=[N:25][CH:24]=[C:23]([C:29]([NH:47][CH2:48][CH2:49][CH2:50][N:51]5[CH2:55][CH2:54][CH2:53][CH2:52]5)=[O:30])[C:22]=4[CH2:21][CH2:20]3)[CH:16]=[CH:17][CH:18]=2)=[O:12])[CH:7]=[CH:8][CH:9]=1)([CH3:3])[CH3:2]. The catalyst is CN(C1C=CN=CC=1)C.ClCCCl. (3) The reactants are C[O-].[Na+].[P:4]([O-:10])([O:8][CH3:9])([O:6][CH3:7])=O.[CH3:11][O:12][C:13]1[CH:14]=[C:15]([CH:18]=[C:19]([O:23][CH3:24])[C:20]=1[O:21][CH3:22])[CH:16]=[O:17].FC(F)(F)C(O)=O. The catalyst is CO. The product is [CH3:9][O:8][P:4]([CH:16]([OH:17])[C:15]1[CH:14]=[C:13]([O:12][CH3:11])[C:20]([O:21][CH3:22])=[C:19]([O:23][CH3:24])[CH:18]=1)(=[O:10])[O:6][CH3:7]. The yield is 0.880. (4) The reactants are [Br:1][C:2]1[CH:3]=[N:4][CH:5]=[CH:6][C:7]=1[OH:8].[CH3:9]N(C)C=O.C(=O)([O-])[O-].[K+].[K+].CI. No catalyst specified. The product is [Br:1][C:2]1[C:7](=[O:8])[CH:6]=[CH:5][N:4]([CH3:9])[CH:3]=1. The yield is 0.810. (5) The reactants are [CH3:1][C:2]1[N:29]=[C:5]2[NH:6][C:7](=[O:28])[C:8]([CH2:13][C:14]3[CH:19]=[CH:18][C:17]([C:20]4[C:21]([C:26]#[N:27])=[CH:22][CH:23]=[CH:24][CH:25]=4)=[CH:16][CH:15]=3)=[C:9]([CH2:10][CH2:11][CH3:12])[N:4]2[N:3]=1.Br[CH2:31][C:32]1[CH:37]=[CH:36][C:35]([F:38])=[CH:34][CH:33]=1.C(=O)([O-])[O-].[K+].[K+].CN(C)C=O. The catalyst is C(OCC)(=O)C. The product is [CH3:1][C:2]1[N:29]=[C:5]2[N:6]([CH2:31][C:32]3[CH:37]=[CH:36][C:35]([F:38])=[CH:34][CH:33]=3)[C:7](=[O:28])[C:8]([CH2:13][C:14]3[CH:19]=[CH:18][C:17]([C:20]4[C:21]([C:26]#[N:27])=[CH:22][CH:23]=[CH:24][CH:25]=4)=[CH:16][CH:15]=3)=[C:9]([CH2:10][CH2:11][CH3:12])[N:4]2[N:3]=1. The yield is 0.620.